From a dataset of Forward reaction prediction with 1.9M reactions from USPTO patents (1976-2016). Predict the product of the given reaction. (1) Given the reactants F[C:2]1[C:3](=[O:25])[N:4]([CH2:12][C:13]2[N:17]([CH3:18])[C:16](=[O:19])[N:15]([C:20]([O:23][CH3:24])([CH3:22])[CH3:21])[N:14]=2)[CH:5]=[CH:6][C:7]=1[C:8]([F:11])([F:10])[F:9].[Cl:26][C:27]1[CH:28]=[C:29]([CH:32]=[C:33]([OH:35])[CH:34]=1)[C:30]#[N:31], predict the reaction product. The product is: [Cl:26][C:27]1[CH:28]=[C:29]([CH:32]=[C:33]([O:35][C:2]2[C:3](=[O:25])[N:4]([CH2:12][C:13]3[N:17]([CH3:18])[C:16](=[O:19])[N:15]([C:20]([O:23][CH3:24])([CH3:22])[CH3:21])[N:14]=3)[CH:5]=[CH:6][C:7]=2[C:8]([F:11])([F:10])[F:9])[CH:34]=1)[C:30]#[N:31]. (2) Given the reactants [NH2:1][C@H:2]1[CH2:6][CH2:5][CH2:4][C@H:3]1[NH:7]C(=O)OC(C)(C)C.CCN(C(C)C)C(C)C.[Cl:24][C:25]1[O:26][C:27]2[CH:33]=[CH:32][CH:31]=[CH:30][C:28]=2[N:29]=1, predict the reaction product. The product is: [ClH:24].[O:26]1[C:27]2[CH:33]=[CH:32][CH:31]=[CH:30][C:28]=2[N:29]=[C:25]1[NH:1][C@H:2]1[CH2:6][CH2:5][CH2:4][C@H:3]1[NH2:7]. (3) Given the reactants [Br:1][C:2]1[N:3]=[C:4](Br)[C:5]2[N:6]([CH:8]=[CH:9][N:10]=2)[CH:7]=1.[CH3:12][N:13]1[CH2:18][CH2:17][CH:16]([C:19]2[CH:24]=[CH:23][C:22]([NH2:25])=[CH:21][CH:20]=2)[CH2:15][CH2:14]1.CC1(C)C2(CS(O)(=O)=O)C(CC1CC2)=O, predict the reaction product. The product is: [Br:1][C:2]1[N:3]=[C:4]([NH:25][C:22]2[CH:23]=[CH:24][C:19]([CH:16]3[CH2:15][CH2:14][N:13]([CH3:12])[CH2:18][CH2:17]3)=[CH:20][CH:21]=2)[C:5]2[N:6]([CH:8]=[CH:9][N:10]=2)[CH:7]=1.